From a dataset of Forward reaction prediction with 1.9M reactions from USPTO patents (1976-2016). Predict the product of the given reaction. (1) Given the reactants [F:1][C:2]([F:18])([F:17])[CH2:3][NH:4][CH:5]1[CH2:11][CH2:10][C:9]2[CH:12]=[C:13]([NH2:16])[CH:14]=[CH:15][C:8]=2[CH2:7][CH2:6]1.Cl[C:20]1[N:25]=[C:24]([NH:26][C@@H:27]2[CH2:32][CH2:31][CH2:30][CH2:29][C@H:28]2[NH:33][S:34]([CH3:37])(=[O:36])=[O:35])[C:23]([Cl:38])=[CH:22][N:21]=1, predict the reaction product. The product is: [Cl:38][C:23]1[C:24]([NH:26][C@@H:27]2[CH2:32][CH2:31][CH2:30][CH2:29][C@H:28]2[NH:33][S:34]([CH3:37])(=[O:36])=[O:35])=[N:25][C:20]([NH:16][C:13]2[CH:14]=[CH:15][C:8]3[CH2:7][CH2:6][CH:5]([NH:4][CH2:3][C:2]([F:17])([F:18])[F:1])[CH2:11][CH2:10][C:9]=3[CH:12]=2)=[N:21][CH:22]=1. (2) Given the reactants [NH2:1][C:2]1[N:10]=[C:9]2[C:5]([N:6]=[CH:7][N:8]2[C@@H:11]2[O:26][C@H:25]([CH2:27][OH:28])[C@@H:23]([OH:24])[C@H:12]2[O:13][CH2:14][CH2:15][CH2:16][CH2:17][N:18]2[CH:22]=[CH:21][N:20]=[CH:19]2)=[C:4](N)[N:3]=1.NC1N=C2C(N=CN2[C@@H]2O[C@H](CO)[C@@H](OCCCCN3C=CN=C3)[C@H]2[OH:42])=C(N)N=1.[C@@H]1(N2C3N=CN=C(N)C=3N=C2)O[C@H](CO)[C@@H](O)[C@H]1O, predict the reaction product. The product is: [N:18]1([CH2:17][CH2:16][CH2:15][CH2:14][O:13][C@@H:12]2[C@H:23]([OH:24])[C@@H:25]([CH2:27][OH:28])[O:26][C@H:11]2[N:8]2[C:9]3[N:10]=[C:2]([NH2:1])[NH:3][C:4](=[O:42])[C:5]=3[N:6]=[CH:7]2)[CH:22]=[CH:21][N:20]=[CH:19]1.